This data is from Orexin1 receptor HTS with 218,158 compounds and 233 confirmed actives. The task is: Binary Classification. Given a drug SMILES string, predict its activity (active/inactive) in a high-throughput screening assay against a specified biological target. (1) The compound is O\N=C(\CC(c1ccccc1)(C)C)CC. The result is 0 (inactive). (2) The compound is S(=O)(=O)(NCC(C)C)c1ccc(cc1)C(=O)Nc1sc(nn1)CC. The result is 0 (inactive). (3) The compound is Clc1ccc(S(=O)(=O)N\N=C(/c2cc(NC(=O)c3c(Cl)cc(Cl)cc3)ccc2)C)cc1. The result is 0 (inactive). (4) The drug is Clc1ccc(N(C(C(=O)NC2CCCC2)c2ccncc2)C(=O)c2occc2)cc1. The result is 0 (inactive). (5) The molecule is S(c1n2nc(c(c2nc(c1)C)c1ccccc1)C)CC=C. The result is 0 (inactive). (6) The compound is Clc1ccc(NC(=O)CN2C(=O)C(/SC2=O)=C/C(=O)Nc2ccc(F)cc2)cc1. The result is 0 (inactive).